From a dataset of Reaction yield outcomes from USPTO patents with 853,638 reactions. Predict the reaction yield, written as a fraction of the theoretical maximum amount of product (1.0 means a 100% yield; for example, 0.34 means a 34% yield). (1) The reactants are [Cl:1][C:2]1[CH:3]=[C:4]([N+:9]([O-:11])=[O:10])[CH:5]=[CH:6][C:7]=1F.C([O-])([O-])=O.[K+].[K+].[CH3:18][N:19]1[CH2:24][CH2:23][NH:22][CH2:21][CH2:20]1. The catalyst is CS(C)=O. The product is [Cl:1][C:2]1[CH:3]=[C:4]([N+:9]([O-:11])=[O:10])[CH:5]=[CH:6][C:7]=1[N:22]1[CH2:23][CH2:24][N:19]([CH3:18])[CH2:20][CH2:21]1. The yield is 0.840. (2) The reactants are [CH3:1][C:2]1[O:6][N:5]=[C:4]([C:7]2[CH:12]=[CH:11][CH:10]=[CH:9][CH:8]=2)[C:3]=1[CH2:13][O:14][C:15]1[CH:23]=[CH:22][C:18]([C:19]([OH:21])=O)=[CH:17][N:16]=1.[NH2:24][C:25]1[CH:30]=[CH:29][CH:28]=[CH:27][CH:26]=1. No catalyst specified. The product is [CH3:1][C:2]1[O:6][N:5]=[C:4]([C:7]2[CH:8]=[CH:9][CH:10]=[CH:11][CH:12]=2)[C:3]=1[CH2:13][O:14][C:15]1[CH:23]=[CH:22][C:18]([C:19]([NH:24][C:25]2[CH:30]=[CH:29][CH:28]=[CH:27][CH:26]=2)=[O:21])=[CH:17][N:16]=1. The yield is 0.700. (3) The reactants are [F:1][C:2]1[CH:3]=[C:4](B(O)O)[CH:5]=[CH:6][CH:7]=1.[C:11]([C:15]1[CH:19]=[C:18]([C:20]([O:22][CH2:23][CH3:24])=[O:21])[NH:17][N:16]=1)([CH3:14])([CH3:13])[CH3:12].N1C=CC=CC=1. The catalyst is C(Cl)Cl.CCOC(C)=O.CC([O-])=O.CC([O-])=O.[Cu+2]. The product is [C:11]([C:15]1[CH:19]=[C:18]([C:20]([O:22][CH2:23][CH3:24])=[O:21])[N:17]([C:4]2[CH:5]=[CH:6][CH:7]=[C:2]([F:1])[CH:3]=2)[N:16]=1)([CH3:14])([CH3:12])[CH3:13]. The yield is 0.540. (4) The reactants are [F:1][CH:2]([F:18])[O:3][C:4]1[C:9]([C:10]2[CH:11]=[C:12]([OH:16])[CH:13]=[CH:14][CH:15]=2)=[CH:8][C:7]([CH3:17])=[CH:6][N:5]=1.[Br:19]C1C(OC(F)F)=NC=C(CBr)C=1.[OH:32][C:33]1C=C(B(O)O)C=[CH:37][CH:38]=1.C(=O)([O-])[O-].[Na+].[Na+]. The catalyst is C1C=CC(P(C2C=CC=CC=2)[C-]2C=CC=C2)=CC=1.C1C=CC(P(C2C=CC=CC=2)[C-]2C=CC=C2)=CC=1.Cl[Pd]Cl.[Fe+2].C(#N)C.O. The product is [Br:19][CH2:17][C:7]1[CH:8]=[C:9]([C:10]2[CH:15]=[CH:14][CH:13]=[C:12]([O:16][CH:38]3[CH2:33][O:32][CH2:37]3)[CH:11]=2)[C:4]([O:3][CH:2]([F:1])[F:18])=[N:5][CH:6]=1. The yield is 0.910. (5) The yield is 0.510. The reactants are [N+:1]([C:4]1[CH:22]=[CH:21][C:7]([O:8][CH2:9][C:10]2[O:14][N:13]=[C:12]([C:15]3[CH:20]=[CH:19][CH:18]=[CH:17][CH:16]=3)[N:11]=2)=[CH:6][CH:5]=1)([O-])=O.S(S([O-])=O)([O-])=O.[Na+].[Na+].C([O-])([O-])=O.[K+].[K+]. The catalyst is CO.C(Cl)Cl. The product is [NH2:1][C:4]1[CH:22]=[CH:21][C:7]([O:8][CH2:9][C:10]2[O:14][N:13]=[C:12]([C:15]3[CH:20]=[CH:19][CH:18]=[CH:17][CH:16]=3)[N:11]=2)=[CH:6][CH:5]=1. (6) The reactants are [C:1]1(B(O)O)[CH:6]=[CH:5][CH:4]=[CH:3][CH:2]=1.Br[C:11]1[CH:12]=[C:13]([C:33]([O:35][CH3:36])=[O:34])[C:14]2[NH:15][C:16]3[CH:17]=[C:18]([S:24]([N:27]4[CH2:32][CH2:31][O:30][CH2:29][CH2:28]4)(=[O:26])=[O:25])[CH:19]=[CH:20][C:21]=3[C:22]=2[N:23]=1.[O-]P([O-])([O-])=O.[K+].[K+].[K+].C1(P(C2CCCCC2)C2C=CC=CC=2C2C(OC)=CC=CC=2OC)CCCCC1. The catalyst is CC([O-])=O.CC([O-])=O.[Pd+2]. The product is [O:30]1[CH2:31][CH2:32][N:27]([S:24]([C:18]2[CH:19]=[CH:20][C:21]3[C:22]4[N:23]=[C:11]([C:1]5[CH:6]=[CH:5][CH:4]=[CH:3][CH:2]=5)[CH:12]=[C:13]([C:33]([O:35][CH3:36])=[O:34])[C:14]=4[NH:15][C:16]=3[CH:17]=2)(=[O:26])=[O:25])[CH2:28][CH2:29]1. The yield is 0.900.